This data is from Forward reaction prediction with 1.9M reactions from USPTO patents (1976-2016). The task is: Predict the product of the given reaction. (1) Given the reactants [CH3:1][C:2]1[C:6]([C:7]2[CH:12]=[C:11]([N+:13]([O-])=O)[CH:10]=[CH:9][C:8]=2[O:16][CH3:17])=[C:5]([CH3:18])[O:4][N:3]=1.CC(O)=O, predict the reaction product. The product is: [CH3:1][C:2]1[C:6]([C:7]2[CH:12]=[C:11]([CH:10]=[CH:9][C:8]=2[O:16][CH3:17])[NH2:13])=[C:5]([CH3:18])[O:4][N:3]=1. (2) Given the reactants Cl[C:2]1[CH:8]=[CH:7][C:5]([NH2:6])=[CH:4][C:3]=1[N+:9]([O-:11])=[O:10].[CH2:12]([O:19][C:20]1[CH:25]=[CH:24][C:23]([OH:26])=[CH:22][CH:21]=1)[C:13]1[CH:18]=[CH:17][CH:16]=[CH:15][CH:14]=1.[OH-].[K+].C(OCC)(=O)C, predict the reaction product. The product is: [CH2:12]([O:19][C:20]1[CH:21]=[CH:22][C:23]([O:26][C:2]2[CH:8]=[CH:7][C:5]([NH2:6])=[CH:4][C:3]=2[N+:9]([O-:11])=[O:10])=[CH:24][CH:25]=1)[C:13]1[CH:14]=[CH:15][CH:16]=[CH:17][CH:18]=1. (3) Given the reactants [N:1]([CH2:4][C:5]1[CH:12]=[CH:11][C:8]([C:9]#[N:10])=[CH:7][N:6]=1)=[N+:2]=[N-:3].Cl.[NH2:14][OH:15].C(N(CC)CC)C, predict the reaction product. The product is: [OH:15][NH:14][C:9]([C:8]1[CH:7]=[N:6][C:5]([CH2:4][N:1]=[N+:2]=[N-:3])=[CH:12][CH:11]=1)=[NH:10]. (4) The product is: [F:1][C:2]1[CH:3]=[C:4]([NH:9][C:10]([NH:32][C@H:29]2[CH2:28][C@H:27]3[C@:23]([C:14]4[CH:15]=[CH:16][C:17]([O:21][CH3:22])=[C:18]([O:19][CH3:20])[C:13]=4[F:12])([CH2:24][CH2:25][N:26]3[CH3:33])[CH2:31][CH2:30]2)=[O:11])[CH:5]=[CH:6][C:7]=1[F:8]. Given the reactants [F:1][C:2]1[CH:3]=[C:4]([N:9]=[C:10]=[O:11])[CH:5]=[CH:6][C:7]=1[F:8].[F:12][C:13]1[C:18]([O:19][CH3:20])=[C:17]([O:21][CH3:22])[CH:16]=[CH:15][C:14]=1[C@@:23]12[CH2:31][CH2:30][C@@H:29]([NH2:32])[CH2:28][C@@H:27]1[N:26]([CH3:33])[CH2:25][CH2:24]2, predict the reaction product. (5) Given the reactants [Si]([O:8][CH:9]1[CH2:14][CH2:13][N:12]([C:15]2[CH:24]=[C:23]([C:25]([NH:27][C:28]3[C:29]([CH3:39])=[C:30]([CH:35]=[CH:36][C:37]=3[CH3:38])[C:31]([O:33][CH3:34])=[O:32])=[O:26])[C:22]3[C:17](=[CH:18][CH:19]=[CH:20][CH:21]=3)[N:16]=2)[CH2:11][CH2:10]1)(C(C)(C)C)(C)C.[N+](CCCC)(CCCC)(CCCC)CCCC.[F-], predict the reaction product. The product is: [OH:8][CH:9]1[CH2:14][CH2:13][N:12]([C:15]2[CH:24]=[C:23]([C:25]([NH:27][C:28]3[C:29]([CH3:39])=[C:30]([CH:35]=[CH:36][C:37]=3[CH3:38])[C:31]([O:33][CH3:34])=[O:32])=[O:26])[C:22]3[C:17](=[CH:18][CH:19]=[CH:20][CH:21]=3)[N:16]=2)[CH2:11][CH2:10]1. (6) Given the reactants N[C:2]1[S:3][CH:4]=[C:5]([C:7]([O:9][CH2:10][CH3:11])=[O:8])[N:6]=1.C1C(=O)N([Cl:19])C(=O)C1.N(OCCC(C)C)=O, predict the reaction product. The product is: [Cl:19][C:4]1[S:3][CH:2]=[N:6][C:5]=1[C:7]([O:9][CH2:10][CH3:11])=[O:8]. (7) Given the reactants [CH:1]1([C@H:7]([NH:12][C:13]([C:15]2[CH:20]=[CH:19][C:18]([F:21])=[CH:17][C:16]=2[N+:22]([O-])=O)=[O:14])[C:8]([O:10][CH3:11])=[O:9])[CH2:6][CH2:5][CH2:4][CH2:3][CH2:2]1, predict the reaction product. The product is: [NH2:22][C:16]1[CH:17]=[C:18]([F:21])[CH:19]=[CH:20][C:15]=1[C:13]([NH:12][C@@H:7]([CH:1]1[CH2:6][CH2:5][CH2:4][CH2:3][CH2:2]1)[C:8]([O:10][CH3:11])=[O:9])=[O:14].